From a dataset of Catalyst prediction with 721,799 reactions and 888 catalyst types from USPTO. Predict which catalyst facilitates the given reaction. (1) Reactant: [C:1]([O:5][C:6]([NH:8][C:9]1[S:10][C:11]([C:15]([OH:17])=O)=[C:12]([CH3:14])[N:13]=1)=[O:7])([CH3:4])([CH3:3])[CH3:2].CN(C(F)=[N+](C)C)C.F[P-](F)(F)(F)(F)F.[CH3:33][O:34][C:35](=[O:85])[C@@H:36]([NH:52][C:53]([CH:55]1[CH2:64][C:63]2[CH:62]=[C:61]3[O:65][CH2:66][C@H:67]([C:69]4[CH:74]=[CH:73][C:72]([O:75][CH2:76][C:77]5[CH:82]=[CH:81][C:80]([Cl:83])=[C:79]([Cl:84])[CH:78]=5)=[CH:71][CH:70]=4)[O:68][C:60]3=[CH:59][C:58]=2[CH2:57][NH:56]1)=[O:54])[CH2:37][C:38]1[CH:43]=[CH:42][C:41]([C:44]2[CH:49]=[CH:48][C:47]([C:50]#[N:51])=[CH:46][CH:45]=2)=[CH:40][CH:39]=1.CCN(C(C)C)C(C)C. Product: [CH3:33][O:34][C:35](=[O:85])[C@@H:36]([NH:52][C:53]([CH:55]1[CH2:64][C:63]2[CH:62]=[C:61]3[O:65][CH2:66][C@H:67]([C:69]4[CH:74]=[CH:73][C:72]([O:75][CH2:76][C:77]5[CH:82]=[CH:81][C:80]([Cl:83])=[C:79]([Cl:84])[CH:78]=5)=[CH:71][CH:70]=4)[O:68][C:60]3=[CH:59][C:58]=2[CH2:57][N:56]1[C:15]([C:11]1[S:10][C:9]([NH:8][C:6]([O:5][C:1]([CH3:2])([CH3:3])[CH3:4])=[O:7])=[N:13][C:12]=1[CH3:14])=[O:17])=[O:54])[CH2:37][C:38]1[CH:43]=[CH:42][C:41]([C:44]2[CH:45]=[CH:46][C:47]([C:50]#[N:51])=[CH:48][CH:49]=2)=[CH:40][CH:39]=1. The catalyst class is: 49. (2) The catalyst class is: 17. Product: [C:1]([O:5][C:6]([N:8]1[CH2:17][CH2:16][C:15]2[C:10](=[CH:11][CH:12]=[CH:13][CH:14]=2)[C@H:9]1[C:18](=[O:20])[NH:24][C:23]1[C:22]([F:21])=[CH:28][CH:27]=[CH:26][C:25]=1[F:29])=[O:7])([CH3:3])([CH3:2])[CH3:4]. Reactant: [C:1]([O:5][C:6]([N:8]1[CH2:17][CH2:16][C:15]2[C:10](=[CH:11][CH:12]=[CH:13][CH:14]=2)[C@H:9]1[C:18]([OH:20])=O)=[O:7])([CH3:4])([CH3:3])[CH3:2].[F:21][C:22]1[CH:28]=[CH:27][CH:26]=[C:25]([F:29])[C:23]=1[NH2:24].O=P(Cl)(Cl)Cl. (3) Reactant: [Cl:1][C:2]1[CH:3]=[CH:4][C:5]([F:15])=[C:6]([C:8]2[O:12][N:11]=[C:10]([CH2:13][OH:14])[CH:9]=2)[CH:7]=1.C(N(CC)CC)C.[CH3:23][S:24](Cl)(=[O:26])=[O:25]. Product: [Cl:1][C:2]1[CH:3]=[CH:4][C:5]([F:15])=[C:6]([C:8]2[O:12][N:11]=[C:10]([CH2:13][O:14][S:24]([CH3:23])(=[O:26])=[O:25])[CH:9]=2)[CH:7]=1. The catalyst class is: 4. (4) Product: [Br:1][C:2]1[CH:3]=[C:4]([F:13])[C:5]([C:8]#[N:9])=[N:6][CH:7]=1. The catalyst class is: 16. Reactant: [Br:1][C:2]1[CH:3]=[C:4]([N+]([O-])=O)[C:5]([C:8]#[N:9])=[N:6][CH:7]=1.[F-:13].C([N+](CCCC)(CCCC)CCCC)CCC.O1CCCC1. (5) Reactant: [C:1](=[O:4])([O-:3])[NH2:2].[CH3:5][N:6]1[CH2:10][CH:9]([C:11]2[CH:16]=[CH:15][CH:14]=[CH:13][C:12]=2[C:17]([F:20])([F:19])[F:18])[CH:8]([N+:21]([O-])=O)[CH2:7]1.C(O)(=O)C. Product: [C:1](=[O:3])([O-:4])[NH2:2].[CH3:5][N:6]1[CH2:10][CH:9]([C:11]2[CH:16]=[CH:15][CH:14]=[CH:13][C:12]=2[C:17]([F:18])([F:19])[F:20])[CH:8]([NH2:21])[CH2:7]1. The catalyst class is: 284.